This data is from Forward reaction prediction with 1.9M reactions from USPTO patents (1976-2016). The task is: Predict the product of the given reaction. (1) Given the reactants [Si:1]([C:8]1[C:9]([CH:21]=O)=[CH:10][C:11]2[C:16]([CH:17]=1)=[CH:15][C:14]([N:18]([CH3:20])[CH3:19])=[CH:13][CH:12]=2)([C:4]([CH3:7])([CH3:6])[CH3:5])([CH3:3])[CH3:2].[C:23](#[N:27])[CH2:24][C:25]#[N:26].N1CCCCC1, predict the reaction product. The product is: [CH3:19][N:18]([CH3:20])[C:14]1[CH:15]=[C:16]2[C:11](=[CH:12][CH:13]=1)[CH:10]=[C:9]([CH:21]=[C:24]([C:23]#[N:27])[C:25]#[N:26])[C:8]([Si:1]([C:4]([CH3:7])([CH3:6])[CH3:5])([CH3:3])[CH3:2])=[CH:17]2. (2) Given the reactants [C:1]1([CH3:12])[CH:6]=[CH:5][C:4]([CH:7]=[CH:8][C:9](O)=[O:10])=[CH:3][CH:2]=1.C(N(CC)CC)C.ClC(OC)=O.[BH4-].[Na+].Cl, predict the reaction product. The product is: [C:1]1([CH3:12])[CH:2]=[CH:3][C:4]([CH:7]=[CH:8][CH2:9][OH:10])=[CH:5][CH:6]=1.